Task: Token-level Classification. Given an antigen amino acid sequence, predict which amino acid positions are active epitope sites capable of antibody binding. Output is a list of indices for active positions.. Dataset: B-cell epitopes from IEDB database with 3,159 antigens for binding position prediction (1) Given the antigen sequence: MDSRPQKVWMTPSLTESDMDYHKILTAGLSVQQGIVRQRVIPVYQVNNLEEICQLIIQAFEAGVDFQESADSFLLMLCLHHAYQGDCKLFLESGAVKYLEGHGFRFEVKKRDGVKRLEELLPAVSSGKNIKRTLAAMPEEETTEANAGQFLSFASLFLPKLVVGEKACLEKVQRQIQVHAEQGLIQYPTAWQSVGHMMVIFRLMRTNFLIKFLLIHQGMHMVAGHDANDAVISNSVAQARFSGLLIVKTVLDHILQKTERGVRLHPLARTAKVKNEVNSFKAALSSLAKHGEYAPFARLLNLSGVNNLEHGLFPQLSAIALGVATAHGSTLAGVNVGEQYQQLREAATEAEKQLQQYAESRELDHLGLDDQEKKILMNFHQKKNEISFQQTNAMVTLKKERLAKLTEAITAASLPKTSGHYDDDDDIPFPGPINDDDNPGHQDDDPTDSQDTTIPDVVVDPDDGSYGEYQSYSENGMNAPDDLILFDLDEDDEDTKPVPN..., which amino acid positions are active epitope sites? The epitope positions are: [588, 589, 590, 591, 592, 593, 594, 595, 596, 597, 598, 599, 600, 601, 602]. The amino acids at these positions are: DEEQDRDGTSNRTPT. (2) Given the antigen sequence: SMRVGYTLVKHSQSEQAPPCPIGMSQLWVGYSLLFVEGQEKAHNQDLGFAGSCLPRFSTMPFIYCNINEVCHYARRNDKSYWLSTTAPIPMMPVSQTQIPQYISRCSVCEAPSQAIAVHSQDITIPQCPLGWRSLWIGYSFLMHTAAGAEGGGQSLVSPGSCLEDFRATPFIECSGARGTCHYFANKYSFWLTTVEERQQFGELPVSETLKAGQLHTRVSRCQVCMKSL, which amino acid positions are active epitope sites? The epitope positions are: [205, 206, 207, 208, 209, 210]. The amino acids at these positions are: VSETLK. (3) Given the antigen sequence: MSTNPKPQRKTKRNTNRRPQDVKFPGGGQIVGGVYLLPRRGPRLGVRATRKTSERSQPRGRRQPIPKDRRSTGKSWGKPGYPWPLYGNEGCGWAGWLLSPRGSRPTWGPTDPRHRSRNLGRVIDTITCGFADLMGYIPVVGAPVGGVARALAHGVRVLEDGINYATGNLPGCSFSIFLLALLSCVTVPVSAVEVRNISSSYYATNDCSNNSITWQLTDAVLHLPGCVPCENDNGTLHCWIQVTPNVAVKHRGALTRSLRTHVDMIVMAATACSALYVGDVCGAVMILSQAFMVSPQRHNFTQECNCSIYQGHITGHRMAWDMMLSWSPTLTMILAYAARVPELVLEIIFGGHWGVVFGLAYFSMQGAWAKVIAILLLVAGVDATTYSSGQEAGRTVAGFAGLFTTGAKQNLYLINTNGSWHINRTALNCNDSLQTGFLASLFYTHKFNSSGCPERLSSCRGLDDFRIGWGTLEYETNVTNDGDMRPYCWHYPPRPCGIVP..., which amino acid positions are active epitope sites? The epitope positions are: [2079, 2080, 2081, 2082, 2083, 2084, 2085, 2086, 2087, 2088, 2089, 2090, 2091, 2092]. The amino acids at these positions are: PNYKTAIWRVAASE. (4) Given the antigen sequence: MGNIHFVYLLISCLYYSGCSGVNEEERLINDLLIVNKYNKHVRPVKHNNEVVNIALSLTLSNLISLKETDETLTSNVWMDHAWYDHRLTWNASEYSDISILRLPPELVWIPDIVLQNNNDGQYHVAYFCNVLVRPNGYVTWLPPAIFRSSCPINVLYFPFDWQNCSLKFTALNYDANEITMDLMTDTIDGKDYPIEWIIIDPEAFTENGEWEIIHKPAKKNIYPDKFPNGTNYQDVTFYLIIRRKPLFYVINFITPCVLISFLASLAFYLPAESGEKMSTAISVLLAQAVFLLLTSQRLPETALAVPLIGKYLMFIMSLVTGVIVNCGIVLNFHFRTPSTHVLSTRVKQIFLEKLPRILHMSRADESEQPDWQNDLKLRRSSSVGYISKAQEYFNIKSRSELMFEKQSERHGLVPRVTPRIGFGNNNENIAASDQLHDEIKSGIDSTNYIVKQIKEKNAYDEEVGNWNLVGQTIDRLSMFIITPVMVLGTIFIFVMGNFN..., which amino acid positions are active epitope sites? The epitope positions are: [384, 385, 386, 387, 388, 389, 390, 391, 392, 393, 394]. The amino acids at these positions are: GYISKAQEYFN. (5) Given the antigen sequence: HERAKNAYQKANQAVLKAKEASSYDYILGWEFGGGVPEHKKEENMLSHLYVSSKDKENISKENE, which amino acid positions are active epitope sites? The epitope positions are: [17, 18, 19, 20, 21, 22, 23, 24, 25, 26, 27, 28, 29, 30, 31, 32, 33, 34]. The amino acids at these positions are: AKEASSYDYILGWEFGGG. (6) Given the antigen sequence: MSYQGKKNIPRITSDRLLIKGGKIVNDDQSFYADIYMEDGLIKQIGENLIVPGGVKTIEAHSRMVIPGGIDVHTRFQMPDQGMTSADDFFQGTKAALAGGTTMIIDHVVPEPGTSLLAAFDQWREWADSKSCCDYSLHVDISEWHKGIQEEMEALVKDHGVNSFLVYMAFKDRFQLTDCQIYEVLSVIRDIGAIAQVHAENGDIIAEEQQRILDLGITGPEGHVLSRPEEVEAEAVNRAITIANQTNCPLYITKVMSKSSAEVIAQARKKGTVVYGEPITASLGTDGSHYWSKNWAKAAAFVTSPPLSPDPTTPDFLNSLLSCGDLQVTGSAHCTFNTAQKAVGKDNFTLIPEGTNGTEERMSVIWDKAVVTGKMDENQFVAVTSTNAAKVFNLYPGAMWSAGRGGAAWPVLLGLLLALLVPGGGAAKTGAELVTCGSVLKLLNTHHRVRLHSHDIKYGSGSGQQSVTGVEASDDANSYWRIRGGSEGGCPRGSPVRCGQ..., which amino acid positions are active epitope sites? The epitope positions are: [6, 7, 8, 9, 10, 11, 12, 13, 14, 15, 16, 17, 18, 19, 20]. The amino acids at these positions are: KNIPRITSDRLLIKG. (7) Given the antigen sequence: MSLRGLLLMLAMCCGVSRGSQTLPAGSRRGQRRRDNSAQWSAQQRPEGAVGPAPLTDVVTAAGTRTVPDVDQAGAVLVRQYNLVTSPLGLATLGSTNALLYAAPVSPLMPLQDGTTSNIMSTESSNYAQYRVQGLTVRWRPVVPNAVGGFSISMAYWPQTTSTPTSIDMNSITSTDVRVVLQPGSAGLLTIPHERLAYKNNGWRSVETVSVPQEDATSGMLMVCVHGTPWNSYTNSVYTGPLGMVDFAIKLQLRNLSPGNTNARVTRVKVTAPHTIKADPSGATITTAAAARFMADVRWGLGVAEDGEIGHGILGVLFNLADTVLGGLPSTLLRAASGQYMYGRPVGNANGEPEVKLYMSVEDAVNDKPIMVPHDIDLGTSTVTCQDYGNQHVDDRPSPAPAPKRALGTLRSGDVLRITGSMQYVTNAELLPQSVSQGYFGAGSTMMVHNLITGVRAPASSVDWTKATVDGVMVKTVDASSGSNRFAALPAFGKPAVWGP..., which amino acid positions are active epitope sites? The epitope positions are: [354, 355, 356, 357]. The amino acids at these positions are: VKLY. (8) The epitope positions are: [82, 83, 84, 85, 86, 87, 88, 89, 90, 91, 92, 93, 94, 95, 96, 97, 98, 99, 100, 101]. The amino acids at these positions are: LSAPEAVEYGLVDSILTHRN. Given the antigen sequence: MGQAASMGAFLLTAGAKGKRFCLPNSRVMIHQPLGGYQGQATDIEIHAREILKVKGRMNELMALHTGQSLEQIERDTERDRFLSAPEAVEYGLVDSILTHRN, which amino acid positions are active epitope sites? (9) The epitope positions are: [138, 139, 140, 141, 142, 143, 144, 145, 146, 147, 148, 149, 150, 151, 152, 153, 154, 155]. The amino acids at these positions are: HKHAIVTVTYDSEEQRQQ. Given the antigen sequence: STVICSPASVSSTTQEVSIPESTTYTPAQTSTLVSSSTKEDAVQTPPRKRARGVQQSPCNALCVAHIGPVDSGNHNLITNNHDQHQRRNNSNSSATPIVQFQGESNCLKCFRYRLNDRHRHLFDLISSTWHWASSKAPHKHAIVTVTYDSEEQRQQFLDVVKIPPTISHKLGFMSLHLL, which amino acid positions are active epitope sites? (10) Given the antigen sequence: MERCPSLGVTLYALVVVLGLRATPAGGQHYLHIRPAPSDNLPLVDLIEHPDPIFDPKEKDLNETLLRSLLGGHYDPGFMATSPPEDRPGGGGGAAGGAEDLAELDQLLRQRPSGAMPSEIKGLEFSEGLAQGKKQRLSKKLRRKLQMWLWSQTFCPVLYAWNDLGSRFWPRYVKVGSCFSKRSCSVPEGMVCKPSKSVHLTVLRWRCQRRGGQRCGWIPIQYPIISECKCSC, which amino acid positions are active epitope sites? The epitope positions are: [53, 54, 55, 56, 57, 58, 59, 60, 61, 62, 63, 64, 65, 66, 67, 68, 69, 70, 71, 72... (22 total positions)]. The amino acids at these positions are: FDPKEKDLNETLLRSLLGGHYD.